This data is from Full USPTO retrosynthesis dataset with 1.9M reactions from patents (1976-2016). The task is: Predict the reactants needed to synthesize the given product. (1) Given the product [CH:16]1([O:15][C:11]2[CH:10]=[C:9]([C:6]3[CH:7]=[CH:8][C:3]([C:2]([O:40][CH3:41])=[O:55])=[CH:4][C:5]=3[CH:19]3[CH2:23][CH2:22][CH2:21][C:20]3([CH3:24])[CH3:25])[CH:14]=[CH:13][CH:12]=2)[CH2:17][CH2:18]1, predict the reactants needed to synthesize it. The reactants are: Cl[CH2:2][C:3]1[CH:8]=[CH:7][C:6]([C:9]2[CH:14]=[CH:13][CH:12]=[C:11]([O:15][CH:16]3[CH2:18][CH2:17]3)[CH:10]=2)=[C:5]([C@H:19]2[CH2:23][CH2:22][CH2:21][C:20]2([CH3:25])[CH3:24])[CH:4]=1.ClCC1C=CC(C2C=CC=C([O:40][CH:41]3CC3)C=2)=C([C@@H]2CCCC2(C)C)C=1.CN(C=[O:55])C.S(Cl)(Cl)=O. (2) Given the product [CH2:22]([O:24][C:25]1[C:26]([F:36])=[C:27]([CH:34]=[O:35])[C:28]([C:2]2[C:7]([CH:8]=[O:9])=[C:6]([F:10])[C:5]([O:11][CH2:12][CH:13]3[CH2:18][CH2:17][CH:16]([CH2:19][CH2:20][CH3:21])[CH2:15][CH2:14]3)=[CH:4][CH:3]=2)=[CH:29][CH:30]=1)[CH3:23], predict the reactants needed to synthesize it. The reactants are: Br[C:2]1[C:7]([CH:8]=[O:9])=[C:6]([F:10])[C:5]([O:11][CH2:12][CH:13]2[CH2:18][CH2:17][CH:16]([CH2:19][CH2:20][CH3:21])[CH2:15][CH2:14]2)=[CH:4][CH:3]=1.[CH2:22]([O:24][C:25]1[CH:30]=[CH:29][C:28](B(O)O)=[C:27]([CH:34]=[O:35])[C:26]=1[F:36])[CH3:23].C(=O)([O-])[O-].[K+].[K+].C1(C)C=CC=CC=1.